Dataset: Catalyst prediction with 721,799 reactions and 888 catalyst types from USPTO. Task: Predict which catalyst facilitates the given reaction. (1) Reactant: [F:1][C:2]1([F:31])[O:6][C:5]2[CH:7]=[CH:8][C:9]([C:11]3[C:19]4[C:14](=[N:15][CH:16]=[C:17]([C:20]5[CH:21]=[N:22][N:23]([CH:25]6[CH2:30][CH2:29][NH:28][CH2:27][CH2:26]6)[CH:24]=5)[CH:18]=4)[NH:13][CH:12]=3)=[CH:10][C:4]=2[O:3]1.C(N(CC)CC)C.[CH2:39]([S:42](Cl)(=[O:44])=[O:43])[CH2:40][CH3:41]. Product: [F:31][C:2]1([F:1])[O:6][C:5]2[CH:7]=[CH:8][C:9]([C:11]3[C:19]4[C:14](=[N:15][CH:16]=[C:17]([C:20]5[CH:21]=[N:22][N:23]([CH:25]6[CH2:26][CH2:27][N:28]([S:42]([CH2:39][CH2:40][CH3:41])(=[O:44])=[O:43])[CH2:29][CH2:30]6)[CH:24]=5)[CH:18]=4)[NH:13][CH:12]=3)=[CH:10][C:4]=2[O:3]1. The catalyst class is: 2. (2) Reactant: [Cl:1][C:2]1[N:10]=[C:9]2[C:5]([N:6]=[CH:7][N:8]2[CH:11]2[CH2:16][CH2:15][CH2:14][CH2:13][O:12]2)=[C:4](Cl)[N:3]=1.[C:18]([NH2:22])([CH3:21])([CH3:20])[CH3:19].C(=O)(O)[O-].[Na+]. Product: [C:18]([NH:22][C:4]1[N:3]=[C:2]([Cl:1])[N:10]=[C:9]2[C:5]=1[N:6]=[CH:7][N:8]2[CH:11]1[CH2:16][CH2:15][CH2:14][CH2:13][O:12]1)([CH3:21])([CH3:20])[CH3:19]. The catalyst class is: 8. (3) Reactant: [N-:1]=[N+:2]=[N-:3].[Na+].[C:5]1([S:15]([C:18]2[C:26]3[C:21](=[CH:22][CH:23]=[C:24]([O:27][CH2:28][CH2:29][CH2:30]OS(C4C=CC(C)=CC=4)(=O)=O)[CH:25]=3)[NH:20][N:19]=2)(=[O:17])=[O:16])[C:14]2[C:9](=[CH:10][CH:11]=[CH:12][CH:13]=2)[CH:8]=[CH:7][CH:6]=1.O. Product: [N:1]([CH2:30][CH2:29][CH2:28][O:27][C:24]1[CH:25]=[C:26]2[C:21](=[CH:22][CH:23]=1)[NH:20][N:19]=[C:18]2[S:15]([C:5]1[C:14]2[C:9](=[CH:10][CH:11]=[CH:12][CH:13]=2)[CH:8]=[CH:7][CH:6]=1)(=[O:16])=[O:17])=[N+:2]=[N-:3]. The catalyst class is: 3. (4) Reactant: [F:1][C:2]([F:11])([F:10])[C:3](=O)[CH2:4][C:5](=O)[CH2:6][CH3:7].O.[NH2:13][NH2:14]. Product: [CH2:6]([C:5]1[NH:14][N:13]=[C:3]([C:2]([F:11])([F:10])[F:1])[CH:4]=1)[CH3:7]. The catalyst class is: 14.